This data is from Reaction yield outcomes from USPTO patents with 853,638 reactions. The task is: Predict the reaction yield, written as a fraction of the theoretical maximum amount of product (1.0 means a 100% yield; for example, 0.34 means a 34% yield). (1) The reactants are Br[CH2:2][C:3]1[CH:8]=[CH:7][CH:6]=[CH:5][CH:4]=1.C([O-])([O-])=O.[Na+].[Na+].[NH:15]1[C:19]([C:20]2[CH:21]=[C:22]([C:26]3[CH:27]=[CH:28][C:29]4[O:33][C:32]([C:34]5[CH:39]=[CH:38][C:37]([F:40])=[CH:36][CH:35]=5)=[C:31]([C:41]([NH:43][CH3:44])=[O:42])[C:30]=4[CH:45]=3)[CH:23]=[CH:24][CH:25]=2)=[CH:18][CH:17]=[N:16]1. The catalyst is CN(C=O)C. The product is [CH2:2]([N:15]1[C:19]([C:20]2[CH:21]=[C:22]([C:26]3[CH:27]=[CH:28][C:29]4[O:33][C:32]([C:34]5[CH:39]=[CH:38][C:37]([F:40])=[CH:36][CH:35]=5)=[C:31]([C:41]([NH:43][CH3:44])=[O:42])[C:30]=4[CH:45]=3)[CH:23]=[CH:24][CH:25]=2)=[CH:18][CH:17]=[N:16]1)[C:3]1[CH:8]=[CH:7][CH:6]=[CH:5][CH:4]=1. The yield is 0.350. (2) The reactants are C(OC(=O)[N:7]([C:27](=[O:29])[CH3:28])[C@H:8]1[CH2:12][C@@H:11]([N:13]2[CH:21]=[N:20][C:19]3[C:14]2=[N:15][C:16]([I:24])=[N:17][C:18]=3[NH:22][CH3:23])[C@H:10]([OH:25])[C@@H:9]1[OH:26])(C)(C)C.FC(F)(F)C(O)=O. The catalyst is ClCCl. The product is [OH:26][C@H:9]1[C@@H:10]([OH:25])[C@H:11]([N:13]2[CH:21]=[N:20][C:19]3[C:14]2=[N:15][C:16]([I:24])=[N:17][C:18]=3[NH:22][CH3:23])[CH2:12][C@@H:8]1[NH:7][C:27](=[O:29])[CH3:28]. The yield is 0.200. (3) The reactants are [Al+3].[Cl-].[Cl-].[Cl-].[C:5](Cl)(=[O:7])[CH3:6].[F:9][C:10]1[CH:11]=[CH:12][C:13]([O:17][CH3:18])=[C:14]([OH:16])[CH:15]=1.O. The catalyst is ClCCCl. The product is [F:9][C:10]1[CH:15]=[C:14]([OH:16])[C:13]([O:17][CH3:18])=[CH:12][C:11]=1[C:5](=[O:7])[CH3:6]. The yield is 0.900. (4) The reactants are C([O:4][CH2:5][C:6]1[C:11]([N:12]2[CH2:24][CH2:23][N:15]3[C:16]4[CH2:17][CH2:18][CH2:19][CH2:20][C:21]=4[CH:22]=[C:14]3[C:13]2=[O:25])=[CH:10][CH:9]=[CH:8][C:7]=1[C:26]1[CH:31]=[C:30]([NH:32][C:33]2[CH:37]=[C:36]([CH2:38][CH3:39])[NH:35][N:34]=2)[C:29](=[O:40])[N:28]([CH3:41])[CH:27]=1)(=O)C.O[Li].O.C1COCC1.C(O)(C)C. The catalyst is O. The product is [CH2:38]([C:36]1[NH:35][N:34]=[C:33]([NH:32][C:30]2[C:29](=[O:40])[N:28]([CH3:41])[CH:27]=[C:26]([C:7]3[C:6]([CH2:5][OH:4])=[C:11]([N:12]4[CH2:24][CH2:23][N:15]5[C:16]6[CH2:17][CH2:18][CH2:19][CH2:20][C:21]=6[CH:22]=[C:14]5[C:13]4=[O:25])[CH:10]=[CH:9][CH:8]=3)[CH:31]=2)[CH:37]=1)[CH3:39]. The yield is 0.500. (5) The reactants are [CH2:1]1[CH2:5][O:4][CH2:3][CH2:2]1.[C:6]1(P(C2C=CC=CC=2)C2C=CC=CC=2)C=CC=CC=1.C(OC(N=NC(OC(C)C)=O)=O)(C)C.[Si](OC1[CH:48]=[CH:49][C:50]2[C:62](=[O:63])[C:61]3[C:60]4[C:55](=[CH:56][C:57]([C:64]#[N:65])=[CH:58][CH:59]=4)[NH:54][C:53]=3[C:52]([CH3:67])([CH3:66])C=2C=1)(C(C)(C)C)(C)C. The catalyst is CO. The product is [CH3:3][O:4][C:5]1[CH:48]=[CH:49][C:50]2[C:62](=[O:63])[C:61]3[C:60]4[C:55](=[CH:56][C:57]([C:64]#[N:65])=[CH:58][CH:59]=4)[N:54]([CH3:6])[C:53]=3[C:52]([CH3:67])([CH3:66])[C:2]=2[CH:1]=1. The yield is 0.410. (6) The reactants are F[C:2]1[C:21](F)=[CH:20][C:19]([I:23])=[CH:18][C:3]=1[C:4]([C:6](=[CH:12][NH:13][N:14]([CH:16]=[O:17])[CH3:15])[C:7]([O:9]CC)=[O:8])=[O:5].[OH-].[K+].C. The catalyst is O. The product is [I:23][C:19]1[CH:18]=[C:3]2[C:2]3=[C:21]([O:17][CH2:16][N:14]([CH3:15])[N:13]3[CH:12]=[C:6]([C:7]([OH:9])=[O:8])[C:4]2=[O:5])[CH:20]=1. The yield is 0.280. (7) The reactants are CN(C=O)C.[O:6]=[C:7]([C:11]1[CH:16]=[CH:15][CH:14]=[C:13]([C:17]([F:20])([F:19])[F:18])[CH:12]=1)[CH2:8][C:9]#[N:10].O[CH:22]1[CH2:27]SC(O)C[S:23]1.C(N(CC)CC)C. The catalyst is O. The product is [NH2:10][C:9]1[S:23][CH:22]=[CH:27][C:8]=1[C:7](=[O:6])[C:11]1[CH:16]=[CH:15][CH:14]=[C:13]([C:17]([F:18])([F:19])[F:20])[CH:12]=1. The yield is 0.380. (8) The reactants are [CH3:1][C@@H:2]1[N:7]([CH2:8][C:9]2[CH:14]=[CH:13][CH:12]=[CH:11][CH:10]=2)[C:6](=O)[CH2:5][O:4][CH2:3]1.COCCO[AlH2-]OCCOC.[Na+]. The catalyst is C1(C)C=CC=CC=1. The product is [CH3:1][C@H:2]1[CH2:3][O:4][CH2:5][CH2:6][N:7]1[CH2:8][C:9]1[CH:14]=[CH:13][CH:12]=[CH:11][CH:10]=1. The yield is 0.950. (9) The reactants are [Cl:1][C:2]1[N:7]=[C:6](Cl)[CH:5]=[CH:4][N:3]=1.[NH2:9][NH2:10].CO.C(Cl)Cl. The catalyst is CCO. The product is [Cl:1][C:2]1[N:7]=[C:6]([NH:9][NH2:10])[CH:5]=[CH:4][N:3]=1. The yield is 0.948.